This data is from Catalyst prediction with 721,799 reactions and 888 catalyst types from USPTO. The task is: Predict which catalyst facilitates the given reaction. (1) Reactant: [F:1][C:2]1[C:3]([N+:10]([O-:12])=[O:11])=[C:4]([OH:9])[CH:5]=[C:6]([F:8])[CH:7]=1.F[C:14]1[CH:15]=C(O)C=C(F)[C:19]=1[N+]([O-])=O.C(Br)C=C.C(=O)([O-])[O-].[K+].[K+]. Product: [CH2:15]([O:9][C:4]1[CH:5]=[C:6]([F:8])[CH:7]=[C:2]([F:1])[C:3]=1[N+:10]([O-:12])=[O:11])[CH:14]=[CH2:19]. The catalyst class is: 21. (2) Reactant: [C:1]1([S:7]([NH:10][NH:11][C:12](=[O:20])[C:13]2[CH:18]=[CH:17][C:16]([NH2:19])=[CH:15][CH:14]=2)(=[O:9])=[O:8])[CH:6]=[CH:5][CH:4]=[CH:3][CH:2]=1.C(O)(=O)C.[CH:25](=O)[C:26]1[CH:31]=[CH:30][CH:29]=[CH:28][CH:27]=1.C(O[BH-](OC(=O)C)OC(=O)C)(=O)C.[Na+]. Product: [C:1]1([S:7]([NH:10][NH:11][C:12](=[O:20])[C:13]2[CH:14]=[CH:15][C:16]([NH:19][CH2:25][C:26]3[CH:31]=[CH:30][CH:29]=[CH:28][CH:27]=3)=[CH:17][CH:18]=2)(=[O:9])=[O:8])[CH:2]=[CH:3][CH:4]=[CH:5][CH:6]=1. The catalyst class is: 49.